Dataset: Forward reaction prediction with 1.9M reactions from USPTO patents (1976-2016). Task: Predict the product of the given reaction. (1) Given the reactants B(Br)(Br)Br.[CH2:5]([O:7][C:8](=[O:29])[CH2:9][C:10]1[CH:15]=[CH:14][C:13]([NH:16][C:17]([C:19]2[C:24]([Cl:25])=[CH:23][CH:22]=[C:21]([O:26]C)[C:20]=2[F:28])=[O:18])=[CH:12][CH:11]=1)[CH3:6], predict the reaction product. The product is: [Cl:25][C:24]1[C:19]([C:17]([NH:16][C:13]2[CH:12]=[CH:11][C:10]([CH2:9][C:8]([O:7][CH2:5][CH3:6])=[O:29])=[CH:15][CH:14]=2)=[O:18])=[C:20]([F:28])[C:21]([OH:26])=[CH:22][CH:23]=1. (2) Given the reactants [CH3:1][C:2]1[CH:20]=[CH:19][CH:18]=[C:17]([CH3:21])[C:3]=1[CH2:4][O:5][C:6]1[CH:7]=[C:8]([CH:14]=[CH:15][CH:16]=1)[C:9]([O:11]CC)=[O:10].[OH-].[Na+].CCOCC, predict the reaction product. The product is: [CH3:21][C:17]1[CH:18]=[CH:19][CH:20]=[C:2]([CH3:1])[C:3]=1[CH2:4][O:5][C:6]1[CH:7]=[C:8]([CH:14]=[CH:15][CH:16]=1)[C:9]([OH:11])=[O:10]. (3) Given the reactants [N+:1]([C:4]1[N:9]=[CH:8][C:7]([O:10][C:11]2[CH:16]=[CH:15][N:14]=[C:13]([C:17]3[CH:22]=[CH:21][N:20]=[C:19]([C:23]([F:26])([F:25])[F:24])[CH:18]=3)[CH:12]=2)=[CH:6][CH:5]=1)([O-])=O, predict the reaction product. The product is: [F:26][C:23]([F:24])([F:25])[C:19]1[CH:18]=[C:17]([C:13]2[CH:12]=[C:11]([O:10][C:7]3[CH:6]=[CH:5][C:4]([NH2:1])=[N:9][CH:8]=3)[CH:16]=[CH:15][N:14]=2)[CH:22]=[CH:21][N:20]=1. (4) Given the reactants [Cl:1][C:2]1[CH:3]=[C:4]([CH:8]2[C:12]([C:15]3[CH:20]=[CH:19][C:18]([Cl:21])=[CH:17][C:16]=3[F:22])([C:13]#[N:14])[CH:11]([CH2:23][C:24]([CH3:27])([CH3:26])[CH3:25])[CH2:10][NH:9]2)[CH:5]=[CH:6][CH:7]=1.[CH2:28]([N:30]([CH2:33]C)CC)[CH3:29].[C:35](Cl)(Cl)=[O:36].C(N)C.CC1C=CC(S([O-])(=O)=[O:50])=CC=1.C1C=C[NH+]=CC=1.[CH3:59][OH:60], predict the reaction product. The product is: [OH:60][C@H:59]([CH2:35][OH:36])[CH2:29][CH2:28][NH:30][C:33]([N:9]1[CH2:10][CH:11]([CH2:23][C:24]([CH3:27])([CH3:26])[CH3:25])[C:12]([C:15]2[CH:20]=[CH:19][C:18]([Cl:21])=[CH:17][C:16]=2[F:22])([C:13]#[N:14])[CH:8]1[C:4]1[CH:5]=[CH:6][CH:7]=[C:2]([Cl:1])[CH:3]=1)=[O:50]. (5) Given the reactants [C:1]([C:3]1[CH:4]=[C:5]([C@H:10]2[CH2:14][C@H:13]([F:15])[CH2:12][N:11]2[C:16]2[CH:21]=[CH:20][N:19]3[N:22]=[CH:23][C:24]([C:25]([N:27](CC4C=CC(OC)=CC=4)CC4C=CC(OC)=CC=4)=[O:26])=[C:18]3[CH:17]=2)[CH:6]=[C:7]([F:9])[CH:8]=1)#[N:2].C(O)(C(F)(F)F)=O, predict the reaction product. The product is: [C:1]([C:3]1[CH:4]=[C:5]([C@H:10]2[CH2:14][C@H:13]([F:15])[CH2:12][N:11]2[C:16]2[CH:21]=[CH:20][N:19]3[N:22]=[CH:23][C:24]([C:25]([NH2:27])=[O:26])=[C:18]3[CH:17]=2)[CH:6]=[C:7]([F:9])[CH:8]=1)#[N:2].